From a dataset of Forward reaction prediction with 1.9M reactions from USPTO patents (1976-2016). Predict the product of the given reaction. (1) Given the reactants [CH3:1][O:2][C:3]1[C:8]2[NH:9]C(=O)[O:11][C:7]=2[CH:6]=[CH:5][CH:4]=1.[OH-].[Na+].O, predict the reaction product. The product is: [NH2:9][C:8]1[C:3]([O:2][CH3:1])=[CH:4][CH:5]=[CH:6][C:7]=1[OH:11]. (2) Given the reactants [I:1][C:2]1[C:10]2[C:5](=[CH:6][C:7]([N+:12]([O-:14])=[O:13])=[C:8]([CH3:11])[CH:9]=2)[NH:4][N:3]=1.C(N(CC)CC)C.[C:22]([O:26][C:27](O[C:27]([O:26][C:22]([CH3:25])([CH3:24])[CH3:23])=[O:28])=[O:28])([CH3:25])([CH3:24])[CH3:23].O, predict the reaction product. The product is: [C:22]([O:26][C:27]([N:4]1[C:5]2[C:10](=[CH:9][C:8]([CH3:11])=[C:7]([N+:12]([O-:14])=[O:13])[CH:6]=2)[C:2]([I:1])=[N:3]1)=[O:28])([CH3:25])([CH3:24])[CH3:23]. (3) Given the reactants [C:1]([C:5]1[N:6]=[C:7]([N:16]2[CH2:20][CH2:19][C:18]([F:22])([F:21])[CH2:17]2)[C:8]2[C:9](=[N:11][N:12]([CH2:14][CH3:15])[N:13]=2)[N:10]=1)([CH3:4])([CH3:3])[CH3:2].C(C1N=C(N2CCC(F)(F)C2)C2N=NNC=2N=1)(C)(C)C.BrCC1[C:50]([Cl:51])=[C:49]([Cl:52])[CH:48]=[CH:47][C:46]=1[Cl:53], predict the reaction product. The product is: [C:1]([C:5]1[N:6]=[C:7]([N:16]2[CH2:20][CH2:19][C:18]([F:21])([F:22])[CH2:17]2)[C:8]2[C:9](=[N:11][N:12]([CH2:14][C:15]3[C:46]([Cl:53])=[CH:47][CH:48]=[C:49]([Cl:52])[C:50]=3[Cl:51])[N:13]=2)[N:10]=1)([CH3:2])([CH3:3])[CH3:4]. (4) Given the reactants CCOC(C)=O.[CH:7]1([C:10]([N:12]2[CH2:16][CH2:15][C@@H:14]([CH2:17][NH:18][C:19]3[CH:24]=[CH:23][C:22]([C:25]([F:28])([F:27])[F:26])=[CH:21][C:20]=3[N+:29]([O-])=O)[CH2:13]2)=[O:11])[CH2:9][CH2:8]1, predict the reaction product. The product is: [CH:7]1([C:10]([N:12]2[CH2:16][CH2:15][C@@H:14]([CH2:17][NH:18][C:19]3[C:20]([NH2:29])=[CH:21][C:22]([C:25]([F:26])([F:27])[F:28])=[CH:23][CH:24]=3)[CH2:13]2)=[O:11])[CH2:9][CH2:8]1.